This data is from Full USPTO retrosynthesis dataset with 1.9M reactions from patents (1976-2016). The task is: Predict the reactants needed to synthesize the given product. (1) Given the product [NH2:2][C:3]1[N:11]=[C:10]([O:12][CH2:13][CH2:14][CH2:15][CH3:16])[N:9]=[C:8]2[C:4]=1[NH:5][C:6](=[O:26])[N:7]2[CH2:17][CH2:18][CH2:19][N:20]([CH2:27][C:28]1[CH:33]=[CH:32][CH:31]=[CH:30][CH:29]=1)[CH2:21][CH2:22][N:23]([CH3:25])[CH3:24], predict the reactants needed to synthesize it. The reactants are: Cl.[NH2:2][C:3]1[N:11]=[C:10]([O:12][CH2:13][CH2:14][CH2:15][CH3:16])[N:9]=[C:8]2[C:4]=1[NH:5][C:6](=[O:26])[N:7]2[CH2:17][CH2:18][CH2:19][NH:20][CH2:21][CH2:22][N:23]([CH3:25])[CH3:24].[CH:27](=O)[C:28]1[CH:33]=[CH:32][CH:31]=[CH:30][CH:29]=1.C(O[BH-](OC(=O)C)OC(=O)C)(=O)C.[Na+]. (2) Given the product [CH3:8][C:7]1[O:6][N:5]=[C:4]([C:9]2[CH:14]=[CH:13][CH:12]=[CH:11][CH:10]=2)[C:3]=1[C:1]#[C:2][C:16]1[CH:25]=[N:24][C:23]2[C:18](=[CH:19][CH:20]=[CH:21][CH:22]=2)[N:17]=1, predict the reactants needed to synthesize it. The reactants are: [C:1]([C:3]1[C:4]([C:9]2[CH:14]=[CH:13][CH:12]=[CH:11][CH:10]=2)=[N:5][O:6][C:7]=1[CH3:8])#[CH:2].Cl[C:16]1[CH:25]=[N:24][C:23]2[C:18](=[CH:19][CH:20]=[CH:21][CH:22]=2)[N:17]=1. (3) Given the product [Br:14][CH:10]1[CH2:11][CH2:12][N:6]([C:4]([CH:1]2[CH2:2][CH2:3]2)=[O:5])[CH2:7][CH2:8][C:9]1=[O:13], predict the reactants needed to synthesize it. The reactants are: [CH:1]1([C:4]([N:6]2[CH2:12][CH2:11][CH2:10][C:9](=[O:13])[CH2:8][CH2:7]2)=[O:5])[CH2:3][CH2:2]1.[Br:14]Br.